Dataset: Catalyst prediction with 721,799 reactions and 888 catalyst types from USPTO. Task: Predict which catalyst facilitates the given reaction. (1) Reactant: [OH:1][C:2]1[CH:7]=[CH:6][NH:5][C:4](=[O:8])[CH:3]=1.CS(O[CH:14]1[CH2:19][CH2:18][N:17]([C:20]2[N:25]=[CH:24][C:23]([CH2:26][CH2:27][CH3:28])=[CH:22][N:21]=2)[CH2:16][CH2:15]1)(=O)=O.C(=O)([O-])[O-].[K+].[K+].CS(C)=O. Product: [CH2:26]([C:23]1[CH:22]=[N:21][C:20]([N:17]2[CH2:18][CH2:19][CH:14]([O:1][C:2]3[CH:7]=[CH:6][NH:5][C:4](=[O:8])[CH:3]=3)[CH2:15][CH2:16]2)=[N:25][CH:24]=1)[CH2:27][CH3:28]. The catalyst class is: 6. (2) Reactant: [Br:1][C:2]1[CH:9]=[CH:8][C:5](C=O)=[C:4]([Cl:10])[C:3]=1[OH:11].CO[CH:14]([O:17][CH3:18])[O:15][CH3:16].Cl. Product: [Br:1][C:2]1[C:3]([OH:11])=[C:4]([Cl:10])[C:5]([CH:14]([O:15][CH3:16])[O:17][CH3:18])=[CH:8][CH:9]=1. The catalyst class is: 5. (3) Reactant: [CH3:1][C:2]([C:4]1[CH:9]=[CH:8][CH:7]=[C:6]([Cl:10])[CH:5]=1)=[O:3].[CH3:11][C:12](C)([O-:14])C.[K+].C(OCC)(=O)C. Product: [Cl:10][C:6]1[CH:5]=[C:4]([C:2](=[O:3])[CH2:1][C:12](=[O:14])[CH3:11])[CH:9]=[CH:8][CH:7]=1. The catalyst class is: 1. (4) Reactant: Br[C:2]1[CH:7]=[CH:6][CH:5]=[C:4]([O:8][CH2:9][O:10][CH3:11])[CH:3]=1.C([Li])CCC.[Cl:17][C:18]1[C:23]([CH3:24])=[C:22]([Cl:25])[N:21]=[CH:20][N:19]=1.C(C1C(=O)C(Cl)=C(Cl)C(=O)C=1C#N)#N. Product: [Cl:17][C:18]1[C:23]([CH3:24])=[C:22]([Cl:25])[N:21]=[C:20]([C:2]2[CH:7]=[CH:6][CH:5]=[C:4]([O:8][CH2:9][O:10][CH3:11])[CH:3]=2)[N:19]=1. The catalyst class is: 76. (5) Reactant: [Cl:1][C:2]1[CH:7]=[CH:6][C:5]([N:8]2[C:12]([C:13]3[CH:18]=[C:17]([CH2:19][O:20][C@H:21]([CH3:26])[C:22]([F:25])([F:24])[F:23])[CH:16]=[C:15]([F:27])[CH:14]=3)=[CH:11][C:10]([NH2:28])=[N:9]2)=[CH:4][CH:3]=1.[O:29]=[C:30]1[NH:34][CH2:33][C@@H:32]([C:35](O)=[O:36])[CH2:31]1.CCN=C=NCCCN(C)C.Cl.O. Product: [Cl:1][C:2]1[CH:7]=[CH:6][C:5]([N:8]2[C:12]([C:13]3[CH:18]=[C:17]([CH2:19][O:20][C@H:21]([CH3:26])[C:22]([F:24])([F:25])[F:23])[CH:16]=[C:15]([F:27])[CH:14]=3)=[CH:11][C:10]([NH:28][C:35]([C@H:32]3[CH2:31][C:30](=[O:29])[NH:34][CH2:33]3)=[O:36])=[N:9]2)=[CH:4][CH:3]=1. The catalyst class is: 80. (6) Reactant: F[C:2]1[CH:7]=[CH:6][C:5]([N+:8]([O-:10])=[O:9])=[C:4]([O:11][CH:12]([CH3:14])[CH3:13])[CH:3]=1.[CH3:15][N:16]1[C:20]2([CH2:24][CH2:23][NH:22][CH2:21]2)[CH2:19][CH2:18][CH2:17]1.C(=O)([O-])[O-].[K+].[K+]. Product: [CH3:15][N:16]1[C:20]2([CH2:24][CH2:23][N:22]([C:2]3[CH:7]=[CH:6][C:5]([N+:8]([O-:10])=[O:9])=[C:4]([O:11][CH:12]([CH3:14])[CH3:13])[CH:3]=3)[CH2:21]2)[CH2:19][CH2:18][CH2:17]1. The catalyst class is: 58. (7) Reactant: [Cl:1][C:2]1[CH:10]=[CH:9][CH:8]=[CH:7][C:3]=1[C:4](Cl)=[O:5].[C:11](#[N:13])C. Product: [Cl:1][C:2]1[CH:10]=[CH:9][CH:8]=[CH:7][C:3]=1[C:4](=[O:5])[C:11]#[N:13]. The catalyst class is: 11.